From a dataset of Forward reaction prediction with 1.9M reactions from USPTO patents (1976-2016). Predict the product of the given reaction. (1) Given the reactants [Cl:1][C:2]1[N:7]=[C:6]([C:8]2[C:9]([C:13]3[CH:18]=[CH:17][C:16]([Cl:19])=[CH:15][C:14]=3[Cl:20])=[N:10][NH:11][CH:12]=2)[CH:5]=[CH:4][N:3]=1.[C:21](=O)([O-])[O-].[K+].[K+].CI.O, predict the reaction product. The product is: [Cl:1][C:2]1[N:7]=[C:6]([C:8]2[CH:12]=[N:11][N:10]([CH3:21])[C:9]=2[C:13]2[CH:18]=[CH:17][C:16]([Cl:19])=[CH:15][C:14]=2[Cl:20])[CH:5]=[CH:4][N:3]=1. (2) Given the reactants Br[C:2]1[CH:7]=[CH:6][C:5]([C:8]([CH3:17])([O:10][CH:11]2[CH2:16][CH2:15][CH2:14][CH2:13][O:12]2)[CH3:9])=[C:4]([F:18])[CH:3]=1.C([O-])(=O)C.[K+].B1(B2OC(C)(C)C(C)(C)O2)OC(C)(C)C(C)(C)O1.[CH3:42][O:43][C:44]([C:46]1[CH:47]=[C:48]2[CH:54]=[C:53]([C:55](OS(C3C=CC(C)=CC=3)(=O)=O)=[CH:56][CH:57]3[CH2:61][CH2:60][CH2:59][CH2:58]3)[N:52]([S:73]([C:76]3[CH:81]=[CH:80][CH:79]=[CH:78][CH:77]=3)(=[O:75])=[O:74])[C:49]2=[N:50][CH:51]=1)=[O:45].C(=O)([O-])[O-].[Na+].[Na+], predict the reaction product. The product is: [CH3:42][O:43][C:44]([C:46]1[CH:47]=[C:48]2[CH:54]=[C:53]([C:55]([C:2]3[CH:7]=[CH:6][C:5]([C:8]([CH3:17])([O:10][CH:11]4[CH2:16][CH2:15][CH2:14][CH2:13][O:12]4)[CH3:9])=[C:4]([F:18])[CH:3]=3)=[CH:56][CH:57]3[CH2:58][CH2:59][CH2:60][CH2:61]3)[N:52]([S:73]([C:76]3[CH:77]=[CH:78][CH:79]=[CH:80][CH:81]=3)(=[O:74])=[O:75])[C:49]2=[N:50][CH:51]=1)=[O:45]. (3) Given the reactants [CH3:1][C:2]1[CH:3]=[C:4]([CH3:24])[C:5]2[C:6]([C:10]=1[N:11]1[C:15]3[N:16]=[C:17]([CH3:21])[NH:18][C:19](=O)[C:14]=3[C:13]([CH3:22])=[C:12]1[CH3:23])=[N:7][S:8][N:9]=2.P(Cl)(Cl)([Cl:27])=O, predict the reaction product. The product is: [Cl:27][C:19]1[C:14]2[C:13]([CH3:22])=[C:12]([CH3:23])[N:11]([C:10]3[C:6]4=[N:7][S:8][N:9]=[C:5]4[C:4]([CH3:24])=[CH:3][C:2]=3[CH3:1])[C:15]=2[N:16]=[C:17]([CH3:21])[N:18]=1. (4) Given the reactants [F:1][C:2]1[CH:3]=[C:4]([CH:36]=[CH:37][C:38]=1[OH:39])[C:5]([N:7]([CH:33]([CH3:35])[CH3:34])[C:8]1[CH:13]=[C:12]([O:14][CH3:15])[CH:11]=[CH:10][C:9]=1[C@@H:16]1[CH2:25][CH2:24][C:23]2[CH:22]=[C:21]([O:26]C(=O)C(C)(C)C)[CH:20]=[CH:19][C:18]=2[CH2:17]1)=O.Cl[CH2:41][C:42]([N:44]([CH2:47][CH3:48])[CH2:45][CH3:46])=O, predict the reaction product. The product is: [CH2:42]([N:44]([CH2:47][CH3:48])[CH2:45][CH2:46][O:39][C:38]1[CH:37]=[CH:36][C:4]([CH2:5][N:7]([CH:33]([CH3:35])[CH3:34])[C:8]2[CH:13]=[C:12]([O:14][CH3:15])[CH:11]=[CH:10][C:9]=2[C@@H:16]2[CH2:25][CH2:24][C:23]3[CH:22]=[C:21]([OH:26])[CH:20]=[CH:19][C:18]=3[CH2:17]2)=[CH:3][C:2]=1[F:1])[CH3:41].